From a dataset of Reaction yield outcomes from USPTO patents with 853,638 reactions. Predict the reaction yield, written as a fraction of the theoretical maximum amount of product (1.0 means a 100% yield; for example, 0.34 means a 34% yield). (1) The reactants are [C:1]1([CH:11]=O)[C:10]2[C:5](=[CH:6][CH:7]=[CH:8][CH:9]=2)[CH:4]=[CH:3][CH:2]=1.[Si:13]([O:20][C@@H:21]1[C@H:25]([CH2:26][O:27][Si:28]([C:31]([CH3:34])([CH3:33])[CH3:32])([CH3:30])[CH3:29])[CH2:24][C@@H:23]([O:35][C:36]2[CH:41]=[CH:40][N:39]=[C:38]([NH2:42])[C:37]=2[NH2:43])[CH2:22]1)([C:16]([CH3:19])([CH3:18])[CH3:17])([CH3:15])[CH3:14].S(S([O-])=O)([O-])(=O)=O.[Na+].[Na+]. The catalyst is C(#N)C. The product is [Si:13]([O:20][C@@H:21]1[C@H:25]([CH2:26][O:27][Si:28]([C:31]([CH3:34])([CH3:33])[CH3:32])([CH3:30])[CH3:29])[CH2:24][C@@H:23]([O:35][C:36]2[CH:41]=[CH:40][N:39]=[C:38]3[NH:42][C:11]([C:1]4[C:10]5[C:5](=[CH:6][CH:7]=[CH:8][CH:9]=5)[CH:4]=[CH:3][CH:2]=4)=[N:43][C:37]=23)[CH2:22]1)([C:16]([CH3:17])([CH3:18])[CH3:19])([CH3:15])[CH3:14]. The yield is 0.680. (2) The reactants are [OH2:1].[NH2:2][C@@H:3]([CH2:7][CH:8]1[CH2:13][CH2:12][CH2:11][CH2:10][CH2:9]1)[C:4]([OH:6])=[O:5].[C:14](#N)[CH3:15]. No catalyst specified. The product is [CH:8]1([CH2:7][C@H:3]([N:2]2[CH2:15][C:14]3[C:9](=[CH:8][CH:7]=[CH:3][CH:4]=3)[C:10]2=[O:1])[C:4]([OH:6])=[O:5])[CH2:13][CH2:12][CH2:11][CH2:10][CH2:9]1. The yield is 0.780. (3) The reactants are [Cl:1][C:2]1[CH:7]=[C:6]([O:8][C:9]2[C:18]3[C:13](=[CH:14][C:15]([OH:21])=[C:16]([O:19][CH3:20])[CH:17]=3)[N:12]=[CH:11][N:10]=2)[CH:5]=[CH:4][C:3]=1[NH:22][C:23](=[O:27])[N:24]([CH3:26])[CH3:25].C(=O)([O-])[O-].[K+].[K+].[C:34]([O:37][CH2:38]CBr)(=[O:36])[CH3:35].O. The catalyst is CN(C)C=O. The product is [Cl:1][C:2]1[CH:7]=[C:6]([CH:5]=[CH:4][C:3]=1[NH:22][C:23]([N:24]([CH3:26])[CH3:25])=[O:27])[O:8][C:9]1[C:18]2[C:13](=[CH:14][C:15]([O:21][CH2:35][C:34]([O:37][CH3:38])=[O:36])=[C:16]([O:19][CH3:20])[CH:17]=2)[N:12]=[CH:11][N:10]=1. The yield is 0.600. (4) The reactants are [C:1](=[S:4])([NH2:3])[CH3:2].Cl[CH:6]([C:12](=O)[C:13]1[CH:18]=[CH:17][CH:16]=[CH:15][CH:14]=1)[C:7]([O:9]CC)=[O:8].[OH-].[Na+].Cl. The catalyst is CCO. The product is [CH3:2][C:1]1[S:4][C:6]([C:7]([OH:9])=[O:8])=[C:12]([C:13]2[CH:18]=[CH:17][CH:16]=[CH:15][CH:14]=2)[N:3]=1. The yield is 0.750. (5) The reactants are [NH2:1][C:2]1[C:11]2[C:6](=[C:7](Br)[CH:8]=[CH:9][CH:10]=2)[N:5]=[N:4][C:3]=1[C:13]([NH:15][CH2:16][CH2:17][CH3:18])=[O:14].[CH3:19][O:20][C:21]1[N:26]=[C:25]([O:27][CH3:28])[C:24](B(O)O)=[CH:23][N:22]=1. No catalyst specified. The product is [NH2:1][C:2]1[C:11]2[C:6](=[C:7]([C:24]3[C:25]([O:27][CH3:28])=[N:26][C:21]([O:20][CH3:19])=[N:22][CH:23]=3)[CH:8]=[CH:9][CH:10]=2)[N:5]=[N:4][C:3]=1[C:13]([NH:15][CH2:16][CH2:17][CH3:18])=[O:14]. The yield is 0.280. (6) The product is [CH3:2][S:1][C:3]1[C:15]2[C:20](=[CH:19][CH:18]=[CH:17][CH:16]=2)[NH:12][CH:13]=1. The catalyst is C(Cl)Cl. The yield is 0.986. The reactants are [S:1]([CH3:3])[CH3:2].ClN1C(=O)CCC1=O.[NH:12]1[C:20]2[C:15](=[CH:16][CH:17]=[CH:18][CH:19]=2)C=[CH:13]1.CCOCC. (7) The reactants are Cl[C:2]1[NH:3][C:4]([C:11]2[CH:16]=[CH:15][C:14]([CH:17]3[CH2:22][CH2:21][CH2:20][CH2:19][CH2:18]3)=[CH:13][CH:12]=2)=[CH:5][C:6]=1[C:7]([O:9][CH3:10])=[O:8].NC1OC(C2C=CC(C3CCCCC3)=CC=2)=CC=1C(OC)=O. The product is [CH:17]1([C:14]2[CH:15]=[CH:16][C:11]([C:4]3[NH:3][CH:2]=[C:6]([C:7]([O:9][CH3:10])=[O:8])[CH:5]=3)=[CH:12][CH:13]=2)[CH2:18][CH2:19][CH2:20][CH2:21][CH2:22]1. The yield is 0.410. The catalyst is CO.C(OCC)(=O)C.[C].[Pd].